From a dataset of Forward reaction prediction with 1.9M reactions from USPTO patents (1976-2016). Predict the product of the given reaction. (1) Given the reactants Cl[C:2]1[C:3]([O:8][CH:9]2[CH2:12][N:11]([C:13]3[CH:22]=[CH:21][C:20]4[C:15](=[CH:16][CH:17]=[CH:18][CH:19]=4)[N:14]=3)[CH2:10]2)=[N:4][CH:5]=[CH:6][N:7]=1.C(N(CC)CC)C.[CH2:30]([OH:33])[C:31]#[CH:32], predict the reaction product. The product is: [N:14]1[C:15]2[C:20](=[CH:19][CH:18]=[CH:17][CH:16]=2)[CH:21]=[CH:22][C:13]=1[N:11]1[CH2:12][CH:9]([O:8][C:3]2[C:2]([C:32]#[C:31][CH2:30][OH:33])=[N:7][CH:6]=[CH:5][N:4]=2)[CH2:10]1. (2) Given the reactants Br[C:2]1[S:6][C:5]([C:7]([NH2:9])=[O:8])=[C:4]([NH:10][CH2:11][CH2:12][OH:13])[CH:3]=1.[CH3:14][C:15]1C=CC(S(O)(=O)=O)=C[CH:20]=1.C([O-])(O)=O.[Na+].[CH3:30][C:31]1[C:35](B2OC(C)(C)C(C)(C)O2)=[CH:34][N:33](C(OC(C)(C)C)=O)[N:32]=1.C(=O)([O-])[O-].[Na+].[Na+], predict the reaction product. The product is: [OH:13][CH2:12][CH2:11][N:10]1[C:4]2[CH:3]=[C:2]([C:35]3[CH:34]=[N:33][NH:32][C:31]=3[CH3:30])[S:6][C:5]=2[C:7](=[O:8])[NH:9][C:15]1([CH3:20])[CH3:14]. (3) The product is: [CH3:15][O:14][C:10]([CH:9]1[C:4](=[O:5])[CH2:3][O:7][CH2:8]1)=[O:13]. Given the reactants [H-].[Na+].[C:3]([O:7][CH2:8][CH3:9])(=O)[CH2:4][OH:5].[C:10]([O:14][CH3:15])(=[O:13])C=C.OS(O)(=O)=O, predict the reaction product. (4) Given the reactants [C:1]([O:5][C:6](=[O:22])[NH:7][C@@H:8]([CH:16]1[CH2:20][CH2:19][C:18](=[O:21])[O:17]1)[CH2:9][CH:10]([CH3:15])[CH2:11][CH2:12][CH:13]=[O:14])([CH3:4])([CH3:3])[CH3:2].CC([OH:27])(C)C.CC(=CC)C.[O-]Cl=O.[Na+], predict the reaction product. The product is: [C:1]([O:5][C:6]([NH:7][CH:8]([CH:16]1[CH2:20][CH2:19][C:18](=[O:21])[O:17]1)[CH2:9][C@H:10]([CH3:15])[CH2:11][CH2:12][C:13]([OH:27])=[O:14])=[O:22])([CH3:2])([CH3:3])[CH3:4]. (5) Given the reactants [O:1]=[C:2]1[NH:7][C:6]2[CH:8]=[CH:9][CH:10]=[CH:11][C:5]=2[S:4][CH:3]1[CH2:12][C:13]([NH:15][NH2:16])=[O:14].[CH3:17][O:18][C:19]1[CH:20]=[C:21]([CH:24]=[C:25]([O:29][CH3:30])[C:26]=1[O:27][CH3:28])[CH:22]=O.ClCCCl.C(O)C, predict the reaction product. The product is: [O:1]=[C:2]1[CH:3]([CH2:12][C:13]([NH:15]/[N:16]=[CH:22]/[C:21]2[CH:24]=[C:25]([O:29][CH3:30])[C:26]([O:27][CH3:28])=[C:19]([O:18][CH3:17])[CH:20]=2)=[O:14])[S:4][C:5]2[CH:11]=[CH:10][CH:9]=[CH:8][C:6]=2[NH:7]1. (6) The product is: [CH:15]1([C:13]2[NH:12][C:11]3[C:10]([F:18])=[C:9]([C:19]4[C:20]([CH3:25])=[N:21][O:22][C:23]=4[CH3:24])[CH:8]=[C:3]([C:4]([O:6][CH3:7])=[O:5])[C:2]=3[N:1]=2)[CH2:17][CH2:16]1. Given the reactants [NH2:1][C:2]1[C:11]([NH:12][C:13]([CH:15]2[CH2:17][CH2:16]2)=O)=[C:10]([F:18])[C:9]([C:19]2[C:20]([CH3:25])=[N:21][O:22][C:23]=2[CH3:24])=[CH:8][C:3]=1[C:4]([O:6][CH3:7])=[O:5], predict the reaction product.